Dataset: Reaction yield outcomes from USPTO patents with 853,638 reactions. Task: Predict the reaction yield, written as a fraction of the theoretical maximum amount of product (1.0 means a 100% yield; for example, 0.34 means a 34% yield). (1) The reactants are [CH3:1][O:2][C:3]1[CH:4]=[C:5]2[C:10](=[CH:11][C:12]=1[O:13][CH3:14])[N:9]=[CH:8][CH:7]=[C:6]2[O:15][C:16]1[CH:22]=[CH:21][C:19]([NH2:20])=[CH:18][CH:17]=1.C1(C)C=CC=CC=1.C(N(CC)CC)C.ClC(Cl)(O[C:41](=[O:47])[O:42][C:43](Cl)(Cl)Cl)Cl.[CH3:49][O:50][C:51]1[CH:61]=[CH:60][CH:59]=[CH:58][C:52]=1[O:53][CH2:54][CH2:55]CO. The catalyst is C(Cl)Cl. The product is [CH3:1][O:2][C:3]1[CH:4]=[C:5]2[C:10](=[CH:11][C:12]=1[O:13][CH3:14])[N:9]=[CH:8][CH:7]=[C:6]2[O:15][C:16]1[CH:22]=[CH:21][C:19]([NH:20][C:41](=[O:47])[O:42][CH2:43][CH2:55][CH2:54][O:53][C:52]2[CH:58]=[CH:59][CH:60]=[CH:61][C:51]=2[O:50][CH3:49])=[CH:18][CH:17]=1. The yield is 0.690. (2) The reactants are [Cl:1][C:2]1[CH:27]=[CH:26][C:25]([Cl:28])=[CH:24][C:3]=1[O:4][C:5]1[C:10]([C:11]([N:13]2[C:22]3[C:17](=[CH:18][CH:19]=[CH:20][CH:21]=3)[NH:16][CH2:15][CH2:14]2)=[O:12])=[CH:9][C:8]([F:23])=[CH:7][N:6]=1.C[O:30][C:31](=[O:36])[CH:32]([CH3:35])[CH:33]=O.C([Sn](Cl)(Cl)CCCC)CCC.C1([SiH3])C=CC=CC=1. The catalyst is O.C1COCC1. The product is [Cl:1][C:2]1[CH:27]=[CH:26][C:25]([Cl:28])=[CH:24][C:3]=1[O:4][C:5]1[C:10]([C:11]([N:13]2[C:22]3[C:17](=[CH:18][CH:19]=[CH:20][CH:21]=3)[N:16]([CH2:33][CH:32]([CH3:35])[C:31]([OH:36])=[O:30])[CH2:15][CH2:14]2)=[O:12])=[CH:9][C:8]([F:23])=[CH:7][N:6]=1. The yield is 0.0700. (3) The reactants are C[O:2][C:3](=O)[C:4]1[CH:9]=[C:8]([F:10])[CH:7]=[C:6]([CH2:11][C:12]#[N:13])[CH:5]=1. The catalyst is O1CCCC1. The product is [F:10][C:8]1[CH:7]=[C:6]([CH2:11][C:12]#[N:13])[CH:5]=[C:4]([CH2:3][OH:2])[CH:9]=1. The yield is 0.560. (4) The yield is 0.550. The product is [CH3:17][C:16]1[CH:15]=[C:14]([CH3:18])[NH:13][C:12](=[O:19])[C:11]=1[CH2:10][NH:9][C:7]([C:6]1[CH:20]=[C:2]([C:38]2[CH:39]=[CH:40][C:41]([CH2:42][N:43]3[CH2:48][CH2:47][O:46][CH2:45][CH2:44]3)=[CH:49][CH:50]=2)[CH:3]=[C:4]([N:22]([CH3:29])[CH:23]2[CH2:28][CH2:27][O:26][CH2:25][CH2:24]2)[C:5]=1[CH3:21])=[O:8]. The reactants are Br[C:2]1[CH:3]=[C:4]([N:22]([CH3:29])[CH:23]2[CH2:28][CH2:27][O:26][CH2:25][CH2:24]2)[C:5]([CH3:21])=[C:6]([CH:20]=1)[C:7]([NH:9][CH2:10][C:11]1[C:12](=[O:19])[NH:13][C:14]([CH3:18])=[CH:15][C:16]=1[CH3:17])=[O:8].CC1(C)C(C)(C)OB([C:38]2[CH:50]=[CH:49][C:41]([CH2:42][N:43]3[CH2:48][CH2:47][O:46][CH2:45][CH2:44]3)=[CH:40][CH:39]=2)O1.C([O-])([O-])=O.[Na+].[Na+]. The catalyst is O1CCOCC1.O.C1C=CC([P]([Pd]([P](C2C=CC=CC=2)(C2C=CC=CC=2)C2C=CC=CC=2)([P](C2C=CC=CC=2)(C2C=CC=CC=2)C2C=CC=CC=2)[P](C2C=CC=CC=2)(C2C=CC=CC=2)C2C=CC=CC=2)(C2C=CC=CC=2)C2C=CC=CC=2)=CC=1. (5) The reactants are Cl[C:2]1[C:11]2[C:6](=[CH:7][CH:8]=[C:9]([C:12]#[N:13])[CH:10]=2)[N:5]=[CH:4][CH:3]=1.[N:14]1[CH:19]=[CH:18][C:17](B(O)O)=[CH:16][CH:15]=1.C(=O)([O-])[O-].[K+].[K+]. The catalyst is O1CCOCC1.C1C=CC([P]([Pd]([P](C2C=CC=CC=2)(C2C=CC=CC=2)C2C=CC=CC=2)([P](C2C=CC=CC=2)(C2C=CC=CC=2)C2C=CC=CC=2)[P](C2C=CC=CC=2)(C2C=CC=CC=2)C2C=CC=CC=2)(C2C=CC=CC=2)C2C=CC=CC=2)=CC=1. The product is [N:14]1[CH:19]=[CH:18][C:17]([C:2]2[C:11]3[C:6](=[CH:7][CH:8]=[C:9]([C:12]#[N:13])[CH:10]=3)[N:5]=[CH:4][CH:3]=2)=[CH:16][CH:15]=1. The yield is 0.950. (6) The reactants are N#N.[C:3](=O)=O.C(O)(C)C.C[Mg]Cl.[CH3:13][C:14]([CH3:22])=[CH:15][CH2:16][CH2:17][C:18]([CH:20]=[CH2:21])=[CH2:19].[CH2:23]([O:25][SiH:26]([O:30][CH2:31][CH3:32])[O:27][CH2:28][CH3:29])[CH3:24]. No catalyst specified. The product is [CH3:3][C:15](=[C:14]([CH3:22])[CH3:13])[CH2:16][CH2:17][C:18](=[CH2:19])[CH2:20][CH2:21][Si:26]([O:30][CH2:31][CH3:32])([O:27][CH2:28][CH3:29])[O:25][CH2:23][CH3:24]. The yield is 0.370. (7) The reactants are Cl[C:2]1[CH:3]=[CH:4][N:5]2[C:10]([C:11]=1[CH3:12])=[C:9]([CH:13]1[CH2:15][CH2:14]1)[CH:8]=[C:7]([C:16]([O:18][CH3:19])=[O:17])[C:6]2=[O:20].[OH:21][C:22]1[CH:36]=[CH:35][C:34](B2OC(C)(C)C(C)(C)O2)=[CH:33][C:23]=1[CH2:24][NH:25][C:26](=[O:32])[O:27][C:28]([CH3:31])([CH3:30])[CH3:29]. No catalyst specified. The product is [C:28]([O:27][C:26]([NH:25][CH2:24][C:23]1[CH:33]=[C:34]([C:2]2[CH:3]=[CH:4][N:5]3[C:10]([C:11]=2[CH3:12])=[C:9]([CH:13]2[CH2:15][CH2:14]2)[CH:8]=[C:7]([C:16]([O:18][CH3:19])=[O:17])[C:6]3=[O:20])[CH:35]=[CH:36][C:22]=1[OH:21])=[O:32])([CH3:31])([CH3:29])[CH3:30]. The yield is 1.00.